This data is from Reaction yield outcomes from USPTO patents with 853,638 reactions. The task is: Predict the reaction yield, written as a fraction of the theoretical maximum amount of product (1.0 means a 100% yield; for example, 0.34 means a 34% yield). The reactants are [CH3:1][S:2][CH2:3][C@H:4]1[O:8][C:7](=[O:9])[N:6]([NH:10]C(=O)OC(C)(C)C)[CH2:5]1.O1CCOCC1.C(OC(C)C)(C)C.[ClH:31]. The catalyst is C1COCC1. The product is [ClH:31].[NH2:10][N:6]1[CH2:5][C@@H:4]([CH2:3][S:2][CH3:1])[O:8][C:7]1=[O:9]. The yield is 0.850.